This data is from NCI-60 drug combinations with 297,098 pairs across 59 cell lines. The task is: Regression. Given two drug SMILES strings and cell line genomic features, predict the synergy score measuring deviation from expected non-interaction effect. (1) Drug 1: C1CC(C1)(C(=O)O)C(=O)O.[NH2-].[NH2-].[Pt+2]. Drug 2: CC(C)(C#N)C1=CC(=CC(=C1)CN2C=NC=N2)C(C)(C)C#N. Cell line: MDA-MB-435. Synergy scores: CSS=-2.42, Synergy_ZIP=1.94, Synergy_Bliss=0.731, Synergy_Loewe=-2.80, Synergy_HSA=-2.42. (2) Drug 1: CC12CCC(CC1=CCC3C2CCC4(C3CC=C4C5=CN=CC=C5)C)O. Drug 2: C1=CC=C(C(=C1)C(C2=CC=C(C=C2)Cl)C(Cl)Cl)Cl. Cell line: SK-OV-3. Synergy scores: CSS=10.7, Synergy_ZIP=0.546, Synergy_Bliss=6.49, Synergy_Loewe=5.98, Synergy_HSA=6.01.